Dataset: Forward reaction prediction with 1.9M reactions from USPTO patents (1976-2016). Task: Predict the product of the given reaction. Given the reactants [H-].[K+].Br[C:4]1[CH:12]=[C:11]2[C:7]([CH:8]=[CH:9][NH:10]2)=[CH:6][CH:5]=1.C([Li])(C)(C)C.CN(C)[CH:20]=[O:21].P(=O)(O)(O)O, predict the reaction product. The product is: [NH:10]1[C:11]2[C:7](=[CH:6][CH:5]=[C:4]([CH:20]=[O:21])[CH:12]=2)[CH:8]=[CH:9]1.